This data is from Forward reaction prediction with 1.9M reactions from USPTO patents (1976-2016). The task is: Predict the product of the given reaction. Given the reactants [C:1]([C:4]1[C:9]([C:10]2[CH:15]=[CH:14][CH:13]=[C:12]([Cl:16])[CH:11]=2)=[N:8][N:7]([CH2:17][CH3:18])[C:6](=[O:19])[C:5]=1[N+:20]([O-])=O)(=[O:3])[CH3:2].N[C:24]1[CH:33]=[CH:32][CH:31]=[C:30]2[C:25]=1[CH:26]=[CH:27][N:28]=[CH:29]2, predict the reaction product. The product is: [C:1]([C:4]1[C:9]([C:10]2[CH:15]=[CH:14][CH:13]=[C:12]([Cl:16])[CH:11]=2)=[N:8][N:7]([CH2:17][CH3:18])[C:6](=[O:19])[C:5]=1[NH:20][C:24]1[CH:33]=[CH:32][CH:31]=[C:30]2[C:25]=1[CH:26]=[CH:27][N:28]=[CH:29]2)(=[O:3])[CH3:2].